Task: Regression. Given two drug SMILES strings and cell line genomic features, predict the synergy score measuring deviation from expected non-interaction effect.. Dataset: NCI-60 drug combinations with 297,098 pairs across 59 cell lines (1) Drug 1: CC12CCC(CC1=CCC3C2CCC4(C3CC=C4C5=CN=CC=C5)C)O. Drug 2: CCCS(=O)(=O)NC1=C(C(=C(C=C1)F)C(=O)C2=CNC3=C2C=C(C=N3)C4=CC=C(C=C4)Cl)F. Cell line: MALME-3M. Synergy scores: CSS=64.3, Synergy_ZIP=7.62, Synergy_Bliss=6.06, Synergy_Loewe=-10.9, Synergy_HSA=6.59. (2) Drug 1: CC1C(C(CC(O1)OC2CC(CC3=C2C(=C4C(=C3O)C(=O)C5=C(C4=O)C(=CC=C5)OC)O)(C(=O)C)O)N)O.Cl. Drug 2: CC1C(C(CC(O1)OC2CC(CC3=C2C(=C4C(=C3O)C(=O)C5=C(C4=O)C(=CC=C5)OC)O)(C(=O)CO)O)N)O.Cl. Cell line: 786-0. Synergy scores: CSS=47.4, Synergy_ZIP=6.41, Synergy_Bliss=9.33, Synergy_Loewe=5.86, Synergy_HSA=9.85.